Dataset: Full USPTO retrosynthesis dataset with 1.9M reactions from patents (1976-2016). Task: Predict the reactants needed to synthesize the given product. (1) Given the product [NH2:29][C:23]1[C:24]([NH:28][C:41](=[O:42])[CH2:40][O:39][CH3:38])=[C:25]([NH2:27])[N:26]=[C:21]([C:6]2[C:5]([CH3:30])=[C:4]([CH:1]3[CH2:3][CH2:2]3)[N:8]([CH2:9][C:10]3[C:15]([F:16])=[CH:14][C:13]([O:17][CH2:18][CH3:19])=[CH:12][C:11]=3[F:20])[N:7]=2)[N:22]=1, predict the reactants needed to synthesize it. The reactants are: [CH:1]1([C:4]2[N:8]([CH2:9][C:10]3[C:15]([F:16])=[CH:14][C:13]([O:17][CH2:18][CH3:19])=[CH:12][C:11]=3[F:20])[N:7]=[C:6]([C:21]3[N:26]=[C:25]([NH2:27])[C:24]([NH2:28])=[C:23]([NH2:29])[N:22]=3)[C:5]=2[CH3:30])[CH2:3][CH2:2]1.C(N(CC)CC)C.[CH3:38][O:39][CH2:40][C:41](Cl)=[O:42]. (2) Given the product [Br:16][C:17]1[CH:18]=[C:19]2[C:23](=[C:24]([Cl:26])[CH:25]=1)[N:22]([C:2]1[C:3](=[O:15])[N:4]([C@H:9]([CH2:12][O:13][CH3:14])[CH2:10][CH3:11])[CH:5]=[C:6]([Cl:8])[N:7]=1)[CH2:21][CH2:20]2, predict the reactants needed to synthesize it. The reactants are: Cl[C:2]1[C:3](=[O:15])[N:4]([C@H:9]([CH2:12][O:13][CH3:14])[CH2:10][CH3:11])[CH:5]=[C:6]([Cl:8])[N:7]=1.[Br:16][C:17]1[CH:18]=[C:19]2[C:23](=[C:24]([Cl:26])[CH:25]=1)[NH:22][CH2:21][CH2:20]2. (3) Given the product [Cl:1][C:2]1[CH:3]=[C:4]([NH:5][C:10]2[N:15]=[N:14][C:13]([C:16]3[CH:17]=[CH:18][C:19]([C:20]([NH:22][C:23]([CH3:27])([CH3:28])[C:24]([OH:26])=[O:25])=[O:21])=[CH:29][CH:30]=3)=[CH:12][CH:11]=2)[CH:6]=[CH:7][CH:8]=1, predict the reactants needed to synthesize it. The reactants are: [Cl:1][C:2]1[CH:3]=[C:4]([CH:6]=[CH:7][CH:8]=1)[NH2:5].Cl[C:10]1[N:15]=[N:14][C:13]([C:16]2[CH:30]=[CH:29][C:19]([C:20]([NH:22][C:23]([CH3:28])([CH3:27])[C:24]([OH:26])=[O:25])=[O:21])=[CH:18][CH:17]=2)=[CH:12][CH:11]=1. (4) Given the product [F:36][C:7]1[CH:8]=[C:9]2[CH:15]=[CH:14][N:13]([Si:16]([CH:23]([CH3:25])[CH3:24])([CH:20]([CH3:22])[CH3:21])[CH:17]([CH3:19])[CH3:18])[C:10]2=[N:11][CH:12]=1, predict the reactants needed to synthesize it. The reactants are: C([Li])CCC.Br[C:7]1[CH:8]=[C:9]2[CH:15]=[CH:14][N:13]([Si:16]([CH:23]([CH3:25])[CH3:24])([CH:20]([CH3:22])[CH3:21])[CH:17]([CH3:19])[CH3:18])[C:10]2=[N:11][CH:12]=1.C1C=CC(S(N(S(C2C=CC=CC=2)(=O)=O)[F:36])(=O)=O)=CC=1. (5) Given the product [CH2:32]([O:31][C:29](=[O:30])[CH:28]=[CH:34][C:35]1[CH:40]=[CH:39][CH:38]=[C:37]([C:2]2[C:3]([N:19]3[CH2:24][CH2:23][O:22][CH2:21][CH2:20]3)=[N:4][C:5]([NH:8][C:9]3[CH:14]=[CH:13][C:12]([F:15])=[C:11]([N+:16]([O-:18])=[O:17])[CH:10]=3)=[N:6][CH:7]=2)[CH:36]=1)[CH3:33], predict the reactants needed to synthesize it. The reactants are: Br[C:2]1[C:3]([N:19]2[CH2:24][CH2:23][O:22][CH2:21][CH2:20]2)=[N:4][C:5]([NH:8][C:9]2[CH:14]=[CH:13][C:12]([F:15])=[C:11]([N+:16]([O-:18])=[O:17])[CH:10]=2)=[N:6][CH:7]=1.B([C:28](=[CH:34][C:35]1[CH:40]=[CH:39][CH:38]=[CH:37][CH:36]=1)[C:29]([O:31][CH2:32][CH3:33])=[O:30])(O)O.CC(C1C=C(C(C)C)C(C2C=CC=CC=2P(C2CCCCC2)C2CCCCC2)=C(C(C)C)C=1)C.C(=O)([O-])[O-].[Na+].[Na+]. (6) Given the product [NH2:26][C:19]1[N:18]=[C:17]([CH3:22])[N:16]=[C:15]([N:2]2[CH2:3][C:4]3[C:9](=[CH:8][CH:7]=[C:6]([C:10]([OH:12])=[O:11])[CH:5]=3)[CH2:1]2)[N:20]=1, predict the reactants needed to synthesize it. The reactants are: [CH2:1]1[C:9]2[C:4](=[CH:5][C:6]([C:10]([O:12]C)=[O:11])=[CH:7][CH:8]=2)[CH2:3][NH:2]1.Cl[C:15]1[N:20]=[C:19](Cl)[N:18]=[C:17]([CH3:22])[N:16]=1.C([N:26](C(C)C)CC)(C)C.[OH-].[NH4+]. (7) Given the product [Cl:1][C:2]1[CH:10]=[C:9]2[C:5]([C:6]([C:12]3[N:17]=[C:16]4[C:18]([C:29]([NH:31][CH2:32][CH:33]5[CH2:34][CH2:35]5)=[O:30])=[CH:19][NH:20][C:15]4=[N:14][CH:13]=3)=[N:7][N:8]2[CH3:11])=[CH:4][CH:3]=1, predict the reactants needed to synthesize it. The reactants are: [Cl:1][C:2]1[CH:10]=[C:9]2[C:5]([C:6]([C:12]3[N:17]=[C:16]4[C:18]([C:29]([NH:31][CH2:32][CH:33]5[CH2:35][CH2:34]5)=[O:30])=[CH:19][N:20](COCC[Si](C)(C)C)[C:15]4=[N:14][CH:13]=3)=[N:7][N:8]2[CH3:11])=[CH:4][CH:3]=1.C(O)(C(F)(F)F)=O.C(N)CN. (8) Given the product [CH2:25]([O:24][C:22](=[O:23])[NH:8][CH:4]1[CH2:5][CH2:6][CH2:7][CH:2]([OH:1])[CH2:3]1)[C:26]1[CH:31]=[CH:30][CH:29]=[CH:28][CH:27]=1, predict the reactants needed to synthesize it. The reactants are: [OH:1][CH:2]1[CH2:7][CH2:6][CH2:5][CH:4]([NH2:8])[CH2:3]1.C(=O)([O-])[O-].[K+].[K+].C(OCC)(=O)C.Cl[C:22]([O:24][CH2:25][C:26]1[CH:31]=[CH:30][CH:29]=[CH:28][CH:27]=1)=[O:23]. (9) Given the product [C-:2]1([CH2:7][CH2:9][CH2:10][CH2:11][CH2:12][CH2:13][CH2:14][CH2:15][CH2:16][CH2:17][CH2:18][CH2:19][Br:20])[CH:6]=[CH:5][CH:4]=[CH:3]1.[CH-:21]1[CH:25]=[CH:24][CH:23]=[CH:22]1.[Fe+2:26], predict the reactants needed to synthesize it. The reactants are: Cl.[C-:2]1([C:7]([CH2:9][CH2:10][CH2:11][CH2:12][CH2:13][CH2:14][CH2:15][CH2:16][CH2:17][CH2:18][CH2:19][Br:20])=O)[CH:6]=[CH:5][CH:4]=[CH:3]1.[CH-:21]1[CH:25]=[CH:24][CH:23]=[CH:22]1.[Fe+2:26].